This data is from Full USPTO retrosynthesis dataset with 1.9M reactions from patents (1976-2016). The task is: Predict the reactants needed to synthesize the given product. Given the product [ClH:26].[NH:28]1[CH2:32][CH2:31][C@@H:30]([O:33]/[N:34]=[C:18]2/[C:19]([CH3:21])([CH3:20])[C@@:2]3([OH:1])[C@:15]([CH3:23])([CH2:16][CH2:17]/2)[C@@H:14]2[C@H:5]([C@H:6]4[C@@:10]([CH2:12][CH2:13]2)([CH3:11])[C@@H:9]([OH:24])[CH2:8][CH2:7]4)[CH2:4][C@@H:3]3[OH:25])[CH2:29]1, predict the reactants needed to synthesize it. The reactants are: [OH:1][C@:2]12[C:19]([CH3:21])([CH3:20])[C:18](=O)[CH2:17][CH2:16][C@:15]1([CH3:23])[C@@H:14]1[C@H:5]([C@H:6]3[C@@:10]([CH2:12][CH2:13]1)([CH3:11])[C@@H:9]([OH:24])[CH2:8][CH2:7]3)[CH2:4][C@@H:3]2[OH:25].[ClH:26].Cl.[NH:28]1[CH2:32][CH2:31][C@@H:30]([O:33][NH2:34])[CH2:29]1.